From a dataset of Forward reaction prediction with 1.9M reactions from USPTO patents (1976-2016). Predict the product of the given reaction. (1) The product is: [C:14]12([CH2:24][C:25]([NH:1][N:2]3[C:11](=[O:12])[C:10]4[C:5](=[CH:6][CH:7]=[CH:8][CH:9]=4)[N:4]=[C:3]3[CH3:13])=[O:26])[CH2:21][CH:20]3[CH2:19][CH:18]([CH2:17][CH:16]([CH2:22]3)[CH2:15]1)[CH2:23]2. Given the reactants [NH2:1][N:2]1[C:11](=[O:12])[C:10]2[C:5](=[CH:6][CH:7]=[CH:8][CH:9]=2)[N:4]=[C:3]1[CH3:13].[C:14]12([CH2:24][C:25](Cl)=[O:26])[CH2:23][CH:18]3[CH2:19][CH:20]([CH2:22][CH:16]([CH2:17]3)[CH2:15]1)[CH2:21]2, predict the reaction product. (2) Given the reactants [CH3:1][CH:2]([CH2:7][C:8]([CH3:11])([CH3:10])[CH3:9])[CH2:3][PH:4](=[O:6])[OH:5].[CH2:12]([OH:23])[CH2:13][CH2:14][CH2:15][CH2:16][CH2:17][CH2:18][CH2:19][CH2:20][CH:21]=[CH2:22], predict the reaction product. The product is: [OH:23][CH2:12][CH2:13][CH2:14][CH2:15][CH2:16][CH2:17][CH2:18][CH2:19][CH2:20][CH2:21][CH2:22][P:4]([CH2:3][CH:2]([CH3:1])[CH2:7][C:8]([CH3:10])([CH3:9])[CH3:11])(=[O:5])[OH:6]. (3) The product is: [CH:6]1([C:9]2[C:10]([CH2:19][O:20][C:21]3[CH:26]=[CH:25][C:24]([Cl:27])=[C:23]([Cl:28])[CH:22]=3)=[CH:11][C:12]3[O:16][N:15]=[C:14]([NH:17][S:2]([CH3:1])(=[O:4])=[O:3])[C:13]=3[CH:18]=2)[CH2:7][CH2:8]1. Given the reactants [CH3:1][S:2](Cl)(=[O:4])=[O:3].[CH:6]1([C:9]2[C:10]([CH2:19][O:20][C:21]3[CH:26]=[CH:25][C:24]([Cl:27])=[C:23]([Cl:28])[CH:22]=3)=[CH:11][C:12]3[O:16][N:15]=[C:14]([NH2:17])[C:13]=3[CH:18]=2)[CH2:8][CH2:7]1.C(N(CC)CC)C, predict the reaction product. (4) Given the reactants [N:1]1([CH2:6][C:7]2[CH:8]=[C:9](Br)[C:10]([O:13][CH:14](F)F)=[N:11][CH:12]=2)[CH:5]=[N:4][CH:3]=[N:2]1.CC(C)([O-])C.[Na+].C1(P(C2CCCCC2)C2C=CC=CC=2C2C=CC=CC=2N(C)C)CCCCC1.[Cl:52][C:53]1[CH:54]=[N:55][NH:56][CH:57]=1, predict the reaction product. The product is: [N:1]1([CH2:6][C:7]2[CH:8]=[C:9]([N:55]3[CH:54]=[C:53]([Cl:52])[CH:57]=[N:56]3)[C:10]([O:13][CH3:14])=[N:11][CH:12]=2)[CH:5]=[N:4][CH:3]=[N:2]1. (5) Given the reactants [Cl:1][C:2]1[C:7](/[C:8](/O)=[CH:9]\[C:10]2[CH:15]=[CH:14][N:13]=[C:12]([Cl:16])[N:11]=2)=[CH:6][CH:5]=[CH:4][C:3]=1[NH:18][S:19]([C:22]1[C:27]([F:28])=[CH:26][CH:25]=[CH:24][C:23]=1[F:29])(=[O:21])=[O:20].C1C(=O)N(Br)C(=O)C1.[CH:38]1([C:42](=[S:44])[NH2:43])[CH2:41][CH2:40][CH2:39]1, predict the reaction product. The product is: [Cl:1][C:2]1[C:7]([C:8]2[N:43]=[C:42]([CH:38]3[CH2:41][CH2:40][CH2:39]3)[S:44][C:9]=2[C:10]2[CH:15]=[CH:14][N:13]=[C:12]([Cl:16])[N:11]=2)=[CH:6][CH:5]=[CH:4][C:3]=1[NH:18][S:19]([C:22]1[C:27]([F:28])=[CH:26][CH:25]=[CH:24][C:23]=1[F:29])(=[O:21])=[O:20]. (6) Given the reactants [C:1]1([CH:7]2[N:21]3[C:22]4[C:14]([C:15]5[C:16](=[O:23])[CH2:17][CH2:18][CH2:19][C:20]=53)=[CH:13][CH:12]=[CH:11][C:10]=4[O:9][CH2:8]2)[CH:6]=[CH:5][CH:4]=[CH:3][CH:2]=1.C1(C)C=CC=CC=1.O, predict the reaction product. The product is: [C:1]1([CH:7]2[N:21]3[C:22]4[C:14]([C:15]5[C:20]3=[CH:19][CH:18]=[CH:17][C:16]=5[OH:23])=[CH:13][CH:12]=[CH:11][C:10]=4[O:9][CH2:8]2)[CH:2]=[CH:3][CH:4]=[CH:5][CH:6]=1. (7) Given the reactants [CH3:1][O:2][C:3]1[CH:17]=[CH:16][C:6]([O:7][C:8]2[CH:9]=[C:10]([CH:13]=[CH:14][CH:15]=2)[CH:11]=O)=[CH:5][CH:4]=1.[CH3:18][CH:19]([CH3:35])[C:20]([NH:22][C:23]1[CH:28]=[CH:27][CH:26]=[C:25]([CH:29]2[CH2:34][CH2:33][NH:32][CH2:31][CH2:30]2)[CH:24]=1)=[O:21], predict the reaction product. The product is: [CH3:1][O:2][C:3]1[CH:17]=[CH:16][C:6]([O:7][C:8]2[CH:9]=[C:10]([CH:13]=[CH:14][CH:15]=2)[CH2:11][N:32]2[CH2:33][CH2:34][CH:29]([C:25]3[CH:24]=[C:23]([NH:22][C:20](=[O:21])[CH:19]([CH3:18])[CH3:35])[CH:28]=[CH:27][CH:26]=3)[CH2:30][CH2:31]2)=[CH:5][CH:4]=1. (8) Given the reactants Cl[CH2:2][C:3]1[CH:4]=[C:5]([C:10]([O:12][CH3:13])=[O:11])[S:6][C:7]=1[CH2:8]Cl.[CH3:14][NH2:15].[CH3:16]O, predict the reaction product. The product is: [CH3:14][N:15]1[CH2:2][C:3]2[CH:4]=[C:5]([C:10]([O:12][CH2:13][CH3:16])=[O:11])[S:6][C:7]=2[CH2:8]1. (9) Given the reactants C1C=CC2N(O)N=NC=2C=1.[C:11]([OH:19])(=O)[C:12]1[CH:17]=[CH:16][CH:15]=[CH:14][CH:13]=1.C(Cl)CCl.Cl.[NH2:25][C@H:26]([CH2:42][CH3:43])[C:27]([N:29]1[CH2:34][CH2:33][CH:32]([C:35]2[CH:40]=[CH:39][C:38]([Cl:41])=[CH:37][CH:36]=2)[CH2:31][CH2:30]1)=[O:28], predict the reaction product. The product is: [Cl:41][C:38]1[CH:39]=[CH:40][C:35]([CH:32]2[CH2:31][CH2:30][N:29]([C:27](=[O:28])[C@H:26]([NH:25][C:11](=[O:19])[C:12]3[CH:13]=[CH:14][CH:15]=[CH:16][CH:17]=3)[CH2:42][CH3:43])[CH2:34][CH2:33]2)=[CH:36][CH:37]=1.